From a dataset of Peptide-MHC class II binding affinity with 134,281 pairs from IEDB. Regression. Given a peptide amino acid sequence and an MHC pseudo amino acid sequence, predict their binding affinity value. This is MHC class II binding data. (1) The peptide sequence is KSDPSQGGGIKITHF. The MHC is DRB1_0301 with pseudo-sequence DRB1_0301. The binding affinity (normalized) is 0.134. (2) The peptide sequence is VEKSQLLNEFNNLYA. The MHC is DRB5_0101 with pseudo-sequence DRB5_0101. The binding affinity (normalized) is 0.601.